This data is from NCI-60 drug combinations with 297,098 pairs across 59 cell lines. The task is: Regression. Given two drug SMILES strings and cell line genomic features, predict the synergy score measuring deviation from expected non-interaction effect. (1) Drug 1: C1=CC(=CC=C1C#N)C(C2=CC=C(C=C2)C#N)N3C=NC=N3. Drug 2: CC(C)NC(=O)C1=CC=C(C=C1)CNNC.Cl. Cell line: HCT-15. Synergy scores: CSS=-1.87, Synergy_ZIP=-0.382, Synergy_Bliss=-7.95, Synergy_Loewe=-9.65, Synergy_HSA=-9.73. (2) Drug 1: C1=CC(=C2C(=C1NCCNCCO)C(=O)C3=C(C=CC(=C3C2=O)O)O)NCCNCCO. Drug 2: CC(CN1CC(=O)NC(=O)C1)N2CC(=O)NC(=O)C2. Cell line: RPMI-8226. Synergy scores: CSS=52.9, Synergy_ZIP=-1.56, Synergy_Bliss=-5.91, Synergy_Loewe=-7.91, Synergy_HSA=-1.19. (3) Drug 1: CCC1=C2CN3C(=CC4=C(C3=O)COC(=O)C4(CC)O)C2=NC5=C1C=C(C=C5)O. Drug 2: C1C(C(OC1N2C=NC(=NC2=O)N)CO)O. Cell line: SR. Synergy scores: CSS=74.0, Synergy_ZIP=5.34, Synergy_Bliss=4.47, Synergy_Loewe=4.01, Synergy_HSA=7.13. (4) Drug 1: CC1C(C(CC(O1)OC2CC(CC3=C2C(=C4C(=C3O)C(=O)C5=C(C4=O)C(=CC=C5)OC)O)(C(=O)C)O)N)O.Cl. Drug 2: CC1CCC2CC(C(=CC=CC=CC(CC(C(=O)C(C(C(=CC(C(=O)CC(OC(=O)C3CCCCN3C(=O)C(=O)C1(O2)O)C(C)CC4CCC(C(C4)OC)OCCO)C)C)O)OC)C)C)C)OC. Cell line: NCI/ADR-RES. Synergy scores: CSS=11.7, Synergy_ZIP=-0.906, Synergy_Bliss=4.66, Synergy_Loewe=0.558, Synergy_HSA=3.25. (5) Drug 2: CCN(CC)CCCC(C)NC1=C2C=C(C=CC2=NC3=C1C=CC(=C3)Cl)OC. Synergy scores: CSS=22.0, Synergy_ZIP=-2.21, Synergy_Bliss=-2.45, Synergy_Loewe=-11.7, Synergy_HSA=-0.572. Drug 1: CCC1(CC2CC(C3=C(CCN(C2)C1)C4=CC=CC=C4N3)(C5=C(C=C6C(=C5)C78CCN9C7C(C=CC9)(C(C(C8N6C)(C(=O)OC)O)OC(=O)C)CC)OC)C(=O)OC)O.OS(=O)(=O)O. Cell line: HL-60(TB). (6) Drug 1: C1CCN(CC1)CCOC2=CC=C(C=C2)C(=O)C3=C(SC4=C3C=CC(=C4)O)C5=CC=C(C=C5)O. Drug 2: COC1=C(C=C2C(=C1)N=CN=C2NC3=CC(=C(C=C3)F)Cl)OCCCN4CCOCC4. Cell line: NCI-H460. Synergy scores: CSS=15.4, Synergy_ZIP=-2.75, Synergy_Bliss=-3.02, Synergy_Loewe=-4.19, Synergy_HSA=-3.04. (7) Drug 1: C1CCC(CC1)NC(=O)N(CCCl)N=O. Drug 2: CN(C)N=NC1=C(NC=N1)C(=O)N. Cell line: UACC62. Synergy scores: CSS=31.4, Synergy_ZIP=-8.70, Synergy_Bliss=-1.97, Synergy_Loewe=-3.46, Synergy_HSA=-1.29.